From a dataset of Reaction yield outcomes from USPTO patents with 853,638 reactions. Predict the reaction yield, written as a fraction of the theoretical maximum amount of product (1.0 means a 100% yield; for example, 0.34 means a 34% yield). (1) The reactants are C1(O[C:8](=[O:20])[NH:9][C:10]2[CH:11]=[N:12][C:13]([C:16]([F:19])([F:18])[F:17])=[CH:14][CH:15]=2)C=CC=CC=1.[Cl:21][C:22]1[CH:28]=[C:27]([O:29][C:30]2[C:31]3[N:38]([CH3:39])[CH:37]=[CH:36][C:32]=3[N:33]=[CH:34][N:35]=2)[CH:26]=[CH:25][C:23]=1[NH2:24].N1C=CC=CC=1. The catalyst is CN1CCCC1=O. The product is [Cl:21][C:22]1[CH:28]=[C:27]([O:29][C:30]2[C:31]3[N:38]([CH3:39])[CH:37]=[CH:36][C:32]=3[N:33]=[CH:34][N:35]=2)[CH:26]=[CH:25][C:23]=1[NH:24][C:8]([NH:9][C:10]1[CH:11]=[N:12][C:13]([C:16]([F:17])([F:18])[F:19])=[CH:14][CH:15]=1)=[O:20]. The yield is 0.540. (2) The reactants are [F:1][C:2]1[CH:3]=[C:4]([CH2:15]O)[CH:5]=[C:6]([O:8][C:9]2[CH:14]=[CH:13][CH:12]=[CH:11][CH:10]=2)[CH:7]=1.C(Br)(Br)(Br)[Br:18].C1C=CC(P(C2C=CC=CC=2)C2C=CC=CC=2)=CC=1. The catalyst is C(Cl)Cl. The product is [Br:18][CH2:15][C:4]1[CH:5]=[C:6]([O:8][C:9]2[CH:14]=[CH:13][CH:12]=[CH:11][CH:10]=2)[CH:7]=[C:2]([F:1])[CH:3]=1. The yield is 0.970. (3) The reactants are S(O[CH2:12][C@H:13]([C@@H:15]([CH2:17]OS(C1C=CC(C)=CC=1)(=O)=O)[OH:16])[OH:14])(C1C=CC(C)=CC=1)(=O)=O.[CH2:29]([NH2:36])[C:30]1[CH:35]=[CH:34][CH:33]=[CH:32][CH:31]=1.C(=O)([O-])O.[Na+]. The catalyst is O1CCOCC1. The product is [CH2:29]([N:36]1[CH2:12][C@@H:13]([OH:14])[C@H:15]([OH:16])[CH2:17]1)[C:30]1[CH:35]=[CH:34][CH:33]=[CH:32][CH:31]=1. The yield is 0.460.